This data is from Catalyst prediction with 721,799 reactions and 888 catalyst types from USPTO. The task is: Predict which catalyst facilitates the given reaction. (1) Reactant: [ClH:1].O1CCOCC1.OC(C(F)(F)F)=O.[N:15]1([C:21]([N:23]2[CH2:28][CH2:27][N:26](C(OC(C)(C)C)=O)[CH2:25][CH:24]2[CH2:36][O:37][C:38]2[CH:39]=[N:40][CH:41]=[CH:42][CH:43]=2)=[O:22])[CH2:20][CH2:19][O:18][CH2:17][CH2:16]1. Product: [ClH:1].[ClH:1].[O:18]1[CH2:19][CH2:20][N:15]([C:21]([N:23]2[CH2:28][CH2:27][NH:26][CH2:25][CH:24]2[CH2:36][O:37][C:38]2[CH:39]=[N:40][CH:41]=[CH:42][CH:43]=2)=[O:22])[CH2:16][CH2:17]1. The catalyst class is: 5. (2) Reactant: C([O:3][C:4]([C:6]1[C:7]2[CH2:8][C@H:9]3[CH2:21][C@H:10]3[C:11]=2[N:12]([C:14]2[N:15]=[N:16][C:17]([Cl:20])=[CH:18][CH:19]=2)[N:13]=1)=[O:5])C.[OH-:22].[Na+].[CH3:24]O. Product: [Cl:20][C:17]1[N:16]=[N:15][C:14]([N:12]2[C:11]3[C@@H:10]4[CH2:21][C@@H:9]4[CH2:8][C:7]=3[C:6]([C:4]([OH:5])=[O:3])=[N:13]2)=[CH:19][CH:18]=1.[CH3:24][O:22][C:17]1[N:16]=[N:15][C:14]([N:12]2[C:11]3[C@@H:10]4[CH2:21][C@@H:9]4[CH2:8][C:7]=3[C:6]([C:4]([OH:3])=[O:5])=[N:13]2)=[CH:19][CH:18]=1. The catalyst class is: 1. (3) Reactant: [C:1]([O:5][C:6]([N:8]1[C:12]2=[N:13][CH:14]=[C:15]([C:17]#[N:18])[CH:16]=[C:11]2[C:10]([CH2:19]N(C)C)=[CH:9]1)=[O:7])([CH3:4])([CH3:3])[CH3:2].[Cl:23]C(OCC)=O.O. Product: [C:1]([O:5][C:6]([N:8]1[C:12]2=[N:13][CH:14]=[C:15]([C:17]#[N:18])[CH:16]=[C:11]2[C:10]([CH2:19][Cl:23])=[CH:9]1)=[O:7])([CH3:4])([CH3:3])[CH3:2]. The catalyst class is: 11. (4) Reactant: [C:1]([C:5]1[CH:10]=[CH:9][C:8]([C:11]2[C:12]3[CH2:19][C:18]([CH3:20])=[CH:17][C:13]=3[S:14][C:15]=2[CH3:16])=[CH:7][CH:6]=1)([CH3:4])([CH3:3])[CH3:2].C([Li])CCC.CCCCCC.[Cu](C#N)C#N.Cl[Si:38]([CH:41]1[C:49]2[C:44](=[C:45]([C:50]3[CH:55]=[CH:54][C:53]([C:56]([CH3:59])([CH3:58])[CH3:57])=[CH:52][CH:51]=3)[CH:46]=[CH:47][CH:48]=2)[CH:43]=[C:42]1[CH:60]([CH3:62])[CH3:61])([CH3:40])[CH3:39].[Cl-].[NH4+]. Product: [C:1]([C:5]1[CH:6]=[CH:7][C:8]([C:11]2[C:12]3[CH:19]=[C:18]([CH3:20])[CH:17]([Si:38]([CH:41]4[C:49]5[C:44](=[C:45]([C:50]6[CH:51]=[CH:52][C:53]([C:56]([CH3:58])([CH3:57])[CH3:59])=[CH:54][CH:55]=6)[CH:46]=[CH:47][CH:48]=5)[CH:43]=[C:42]4[CH:60]([CH3:62])[CH3:61])([CH3:39])[CH3:40])[C:13]=3[S:14][C:15]=2[CH3:16])=[CH:9][CH:10]=1)([CH3:4])([CH3:2])[CH3:3]. The catalyst class is: 27.